Task: Regression. Given two drug SMILES strings and cell line genomic features, predict the synergy score measuring deviation from expected non-interaction effect.. Dataset: NCI-60 drug combinations with 297,098 pairs across 59 cell lines (1) Drug 1: C1=CC(=CC=C1C#N)C(C2=CC=C(C=C2)C#N)N3C=NC=N3. Drug 2: CC1=CC=C(C=C1)C2=CC(=NN2C3=CC=C(C=C3)S(=O)(=O)N)C(F)(F)F. Cell line: SF-268. Synergy scores: CSS=-8.46, Synergy_ZIP=3.69, Synergy_Bliss=0.565, Synergy_Loewe=-7.84, Synergy_HSA=-7.78. (2) Drug 1: C1=C(C(=O)NC(=O)N1)N(CCCl)CCCl. Drug 2: CNC(=O)C1=NC=CC(=C1)OC2=CC=C(C=C2)NC(=O)NC3=CC(=C(C=C3)Cl)C(F)(F)F. Cell line: HCT-15. Synergy scores: CSS=34.4, Synergy_ZIP=-6.61, Synergy_Bliss=-0.838, Synergy_Loewe=0.346, Synergy_HSA=1.24. (3) Drug 1: CC1=C(C=C(C=C1)C(=O)NC2=CC(=CC(=C2)C(F)(F)F)N3C=C(N=C3)C)NC4=NC=CC(=N4)C5=CN=CC=C5. Drug 2: C#CCC(CC1=CN=C2C(=N1)C(=NC(=N2)N)N)C3=CC=C(C=C3)C(=O)NC(CCC(=O)O)C(=O)O. Cell line: BT-549. Synergy scores: CSS=30.6, Synergy_ZIP=6.77, Synergy_Bliss=7.06, Synergy_Loewe=0.251, Synergy_HSA=6.25. (4) Drug 1: CCCCC(=O)OCC(=O)C1(CC(C2=C(C1)C(=C3C(=C2O)C(=O)C4=C(C3=O)C=CC=C4OC)O)OC5CC(C(C(O5)C)O)NC(=O)C(F)(F)F)O. Drug 2: CC(C)NC(=O)C1=CC=C(C=C1)CNNC.Cl. Cell line: CCRF-CEM. Synergy scores: CSS=73.6, Synergy_ZIP=1.90, Synergy_Bliss=3.10, Synergy_Loewe=-10.6, Synergy_HSA=1.99. (5) Drug 1: C1CCN(CC1)CCOC2=CC=C(C=C2)C(=O)C3=C(SC4=C3C=CC(=C4)O)C5=CC=C(C=C5)O. Drug 2: C1=CN(C(=O)N=C1N)C2C(C(C(O2)CO)O)O.Cl. Cell line: COLO 205. Synergy scores: CSS=36.9, Synergy_ZIP=3.73, Synergy_Bliss=3.14, Synergy_Loewe=-21.3, Synergy_HSA=-2.46. (6) Drug 1: C1=NC2=C(N=C(N=C2N1C3C(C(C(O3)CO)O)O)F)N. Drug 2: CCC(=C(C1=CC=CC=C1)C2=CC=C(C=C2)OCCN(C)C)C3=CC=CC=C3.C(C(=O)O)C(CC(=O)O)(C(=O)O)O. Cell line: HL-60(TB). Synergy scores: CSS=43.3, Synergy_ZIP=2.43, Synergy_Bliss=2.24, Synergy_Loewe=-22.8, Synergy_HSA=0.282. (7) Drug 1: C1=C(C(=O)NC(=O)N1)N(CCCl)CCCl. Drug 2: C1=CC=C(C(=C1)C(C2=CC=C(C=C2)Cl)C(Cl)Cl)Cl. Cell line: 786-0. Synergy scores: CSS=30.1, Synergy_ZIP=-0.727, Synergy_Bliss=-0.529, Synergy_Loewe=-17.0, Synergy_HSA=-0.415.